This data is from Rat liver microsome stability data. The task is: Regression/Classification. Given a drug SMILES string, predict its absorption, distribution, metabolism, or excretion properties. Task type varies by dataset: regression for continuous measurements (e.g., permeability, clearance, half-life) or binary classification for categorical outcomes (e.g., BBB penetration, CYP inhibition). Dataset: rlm. (1) The drug is COc1ncc(-c2ccc3nccc(C#CCN4CCOCC4)c3c2)cc1NS(=O)(=O)c1ccc(F)cc1F. The result is 0 (unstable in rat liver microsomes). (2) The drug is N#Cc1ccc(F)cc1Cn1c(N2CCC[C@@H](N)C2)nc2ccnc-2c1O. The result is 0 (unstable in rat liver microsomes). (3) The drug is Cc1ccc(-c2nc(NCC(=O)Nc3cccc(C(=O)O)c3)c3ccccc3n2)cc1. The result is 0 (unstable in rat liver microsomes).